From a dataset of Reaction yield outcomes from USPTO patents with 853,638 reactions. Predict the reaction yield, written as a fraction of the theoretical maximum amount of product (1.0 means a 100% yield; for example, 0.34 means a 34% yield). (1) The reactants are CC1(C)C(C)(C)OB([C:9]2[CH:22]=[CH:21][C:20]3[C:19]4[C:14](=[CH:15][C:16](B5OC(C)(C)C(C)(C)O5)=[CH:17][CH:18]=4)[CH2:13][CH2:12][C:11]=3[CH:10]=2)O1.[C:33]([O:37][C:38]([N:40]1[CH2:44][CH2:43][CH2:42][CH:41]1[C:45]1[NH:46][CH:47]=[C:48](Br)[N:49]=1)=[O:39])([CH3:36])([CH3:35])[CH3:34].[C:51]([O-:54])(O)=[O:52].[Na+]. The catalyst is COCCOC.O.C1C=CC([P]([Pd]([P](C2C=CC=CC=2)(C2C=CC=CC=2)C2C=CC=CC=2)([P](C2C=CC=CC=2)(C2C=CC=CC=2)C2C=CC=CC=2)[P](C2C=CC=CC=2)(C2C=CC=CC=2)C2C=CC=CC=2)(C2C=CC=CC=2)C2C=CC=CC=2)=CC=1. The product is [C:33]([O:37][C:38]([N:40]1[CH2:44][CH2:43][CH2:42][CH:41]1[C:45]1[NH:49][C:48]([C:9]2[CH:10]=[CH:11][C:20]3[C:19]4[C:14](=[CH:15][C:16]([C:48]5[NH:49][C:45]([CH:41]6[CH2:42][CH2:43][CH2:44][N:40]6[C:51]([O:54][C:33]([CH3:36])([CH3:35])[CH3:34])=[O:52])=[N:46][CH:47]=5)=[CH:17][CH:18]=4)[CH2:13][CH2:12][C:21]=3[CH:22]=2)=[CH:47][N:46]=1)=[O:39])([CH3:36])([CH3:35])[CH3:34]. The yield is 0.240. (2) The reactants are [N:1]1([CH:10]([C:17]2[CH:22]=[CH:21][C:20]([O:23][CH3:24])=[CH:19][CH:18]=2)[CH:11]([OH:16])[C:12]([O:14][CH3:15])=[O:13])[C:9]2[C:4](=[CH:5][CH:6]=[CH:7][CH:8]=2)[CH2:3][CH2:2]1.ClC1C(=O)C(C#N)=C(C#N)C(=O)C=1Cl. The catalyst is C1(C)C=CC=CC=1. The product is [OH:16][CH:11]([CH:10]([N:1]1[C:9]2[C:4](=[CH:5][CH:6]=[CH:7][CH:8]=2)[CH:3]=[CH:2]1)[C:17]1[CH:18]=[CH:19][C:20]([O:23][CH3:24])=[CH:21][CH:22]=1)[C:12]([O:14][CH3:15])=[O:13]. The yield is 0.960. (3) The reactants are [F:1][C:2]1[CH:23]=[C:22]([N+:24]([O-])=O)[CH:21]=[CH:20][C:3]=1[O:4][C:5]1[CH:10]=[CH:9][N:8]=[C:7]([NH2:11])[C:6]=1[C:12]#[C:13][C:14]1[CH:19]=[CH:18][CH:17]=[CH:16][N:15]=1.C1COCC1.[NH4+].[Cl-]. The catalyst is [Zn].CO. The product is [NH2:24][C:22]1[CH:21]=[CH:20][C:3]([O:4][C:5]2[CH:10]=[CH:9][N:8]=[C:7]([NH2:11])[C:6]=2[C:12]#[C:13][C:14]2[CH:19]=[CH:18][CH:17]=[CH:16][N:15]=2)=[C:2]([F:1])[CH:23]=1. The yield is 0.780.